This data is from Full USPTO retrosynthesis dataset with 1.9M reactions from patents (1976-2016). The task is: Predict the reactants needed to synthesize the given product. (1) Given the product [C:2]1([C:1]2[N:8]=[C:24]([CH:22]3[CH2:21][CH2:20][NH:19][C:18](=[O:17])[CH2:23]3)[O:10][N:9]=2)[CH:7]=[CH:6][CH:5]=[CH:4][CH:3]=1, predict the reactants needed to synthesize it. The reactants are: [C:1](=[N:9][OH:10])([NH2:8])[C:2]1[CH:7]=[CH:6][CH:5]=[CH:4][CH:3]=1.CC(C)([O-])C.[K+].[O:17]=[C:18]1[CH2:23][CH:22]([C:24](OC)=O)[CH2:21][CH2:20][NH:19]1.C(=O)(O)[O-].[Na+]. (2) Given the product [F:9][C:8]([F:11])([F:10])[C:5]1[CH:6]=[CH:7][C:2]([O:12][C:13]2[CH:18]=[CH:17][C:16]([CH2:19][C:20]#[N:21])=[CH:15][CH:14]=2)=[N:3][CH:4]=1, predict the reactants needed to synthesize it. The reactants are: Cl[C:2]1[CH:7]=[CH:6][C:5]([C:8]([F:11])([F:10])[F:9])=[CH:4][N:3]=1.[OH:12][C:13]1[CH:18]=[CH:17][C:16]([CH2:19][C:20]#[N:21])=[CH:15][CH:14]=1.C(=O)([O-])[O-].[K+].[K+]. (3) Given the product [O:23]1[CH2:21][CH2:13][CH2:14][C@@H:15]1[CH2:16][N:1]1[C:11]2[C:6](=[CH:7][CH:8]=[CH:9][CH:10]=2)[C:4](=[O:5])[C:2]1=[O:3], predict the reactants needed to synthesize it. The reactants are: [NH:1]1[C:11]2[C:6](=[CH:7][CH:8]=[CH:9][CH:10]=2)[C:4](=[O:5])[C:2]1=[O:3].Cl[C:13]1[CH:21]=CC=C2[C:14]=1[C:15](=[O:23])[C:16](=O)N2.CC1C=CC(S(OC[C@H]2CCCO2)(=O)=O)=CC=1.BrC(C1C=CC=CC=1)C1C=CC=CC=1. (4) Given the product [Br:4][C:5]1[CH:6]=[CH:7][C:8]([N:11]2[CH2:15][CH2:14][O:13][C:12]2=[O:17])=[N:9][CH:10]=1, predict the reactants needed to synthesize it. The reactants are: N.CO.[Br:4][C:5]1[CH:6]=[CH:7][C:8]([NH:11][C:12](=[O:17])[O:13][CH2:14][CH2:15]Cl)=[N:9][CH:10]=1.